From a dataset of Forward reaction prediction with 1.9M reactions from USPTO patents (1976-2016). Predict the product of the given reaction. (1) Given the reactants [C:1]1([C@@H:7]2[CH2:11][O:10][C:9](=[O:12])[N:8]2[CH:13]2[CH2:18][CH2:17][NH:16][CH2:15][CH2:14]2)[CH:6]=[CH:5][CH:4]=[CH:3][CH:2]=1.[CH:19]([C:21]1[CH:22]=[CH:23][C:24]([O:28][C:29]2[CH:36]=[CH:35][C:32]([C:33]#[N:34])=[C:31]([CH3:37])[CH:30]=2)=[N:25][C:26]=1[CH3:27])=O, predict the reaction product. The product is: [CH3:37][C:31]1[CH:30]=[C:29]([O:28][C:24]2[CH:23]=[CH:22][C:21]([CH2:19][N:16]3[CH2:17][CH2:18][CH:13]([N:8]4[C@H:7]([C:1]5[CH:2]=[CH:3][CH:4]=[CH:5][CH:6]=5)[CH2:11][O:10][C:9]4=[O:12])[CH2:14][CH2:15]3)=[C:26]([CH3:27])[N:25]=2)[CH:36]=[CH:35][C:32]=1[C:33]#[N:34]. (2) Given the reactants Cl[C:2]1[CH:7]=[C:6]([C:8]([F:11])([F:10])[F:9])[N:5]=[C:4]([C:12]2[CH:13]=[N:14][CH:15]=[CH:16][CH:17]=2)[N:3]=1.[CH3:18][C:19]1[CH:20]=[C:21]([CH:23]=[C:24]([C:26]([F:29])([F:28])[F:27])[CH:25]=1)[NH2:22], predict the reaction product. The product is: [CH3:18][C:19]1[CH:20]=[C:21]([CH:23]=[C:24]([C:26]([F:27])([F:28])[F:29])[CH:25]=1)[NH:22][C:2]1[CH:7]=[C:6]([C:8]([F:11])([F:10])[F:9])[N:5]=[C:4]([C:12]2[CH:13]=[N:14][CH:15]=[CH:16][CH:17]=2)[N:3]=1. (3) Given the reactants [CH2:1](Br)[C:2]1[CH:7]=[CH:6][CH:5]=[CH:4][CH:3]=1.[CH3:9][O:10][C:11]1[CH:16]=[CH:15][C:14]([N+:17]([O-:19])=[O:18])=[CH:13][C:12]=1[OH:20], predict the reaction product. The product is: [CH2:1]([O:20][C:12]1[CH:13]=[C:14]([N+:17]([O-:19])=[O:18])[CH:15]=[CH:16][C:11]=1[O:10][CH3:9])[C:2]1[CH:7]=[CH:6][CH:5]=[CH:4][CH:3]=1. (4) Given the reactants [OH:1][CH:2]1[CH2:7][CH2:6][NH:5][CH2:4][CH2:3]1.Cl[C:9]([CH3:13])([CH3:12])[C:10]#[CH:11], predict the reaction product. The product is: [CH3:12][C:9]([N:5]1[CH2:6][CH2:7][CH:2]([OH:1])[CH2:3][CH2:4]1)([CH3:13])[C:10]#[CH:11]. (5) Given the reactants [CH3:1][O:2][C:3]1[CH:4]=[C:5]([NH:13][C:14]2[C:23]3[C:18](=[CH:19][CH:20]=[CH:21][CH:22]=3)[N:17]=[C:16]([CH3:24])[N:15]=2)[CH:6]=[C:7]([O:11][CH3:12])[C:8]=1[O:9][CH3:10].[CH3:25]I.[H-].[Na+], predict the reaction product. The product is: [CH3:1][O:2][C:3]1[CH:4]=[C:5]([N:13]([C:14]2[C:23]3[C:18](=[CH:19][CH:20]=[CH:21][CH:22]=3)[N:17]=[C:16]([CH3:24])[N:15]=2)[CH3:25])[CH:6]=[C:7]([O:11][CH3:12])[C:8]=1[O:9][CH3:10]. (6) Given the reactants [CH2:1]([O:3][C:4](=[O:18])[CH2:5][S:6]([C:9]1[CH:14]=[CH:13][C:12]([N+:15]([O-:17])=[O:16])=[CH:11][CH:10]=1)(=[O:8])=[O:7])[CH3:2].C(=O)([O-])[O-].[K+].[K+].[CH2:25](Br)[CH3:26].[N:28]1[C:33]2[CH:34]=[CH:35][CH:36]=[CH:37][C:32]=2[C:31](=[O:38])[NH:30][N:29]=1, predict the reaction product. The product is: [N+:15]([C:12]1[CH:13]=[CH:14][C:9]([S:6]([CH:5]([CH2:25][CH2:26][N:30]2[C:31](=[O:38])[C:32]3[CH:37]=[CH:36][CH:35]=[CH:34][C:33]=3[N:28]=[N:29]2)[C:4]([O:3][CH2:1][CH3:2])=[O:18])(=[O:7])=[O:8])=[CH:10][CH:11]=1)([O-:17])=[O:16]. (7) Given the reactants [CH2:1]([N:8]1[C:13](=[O:14])[C:12]2[CH:15]=[C:16]([Br:18])[S:17][C:11]=2[N:10]=[C:9]1[CH:19](Br)[CH2:20][CH3:21])[C:2]1[CH:7]=[CH:6][CH:5]=[CH:4][CH:3]=1.[CH3:23][N:24]([CH3:28])[CH2:25][CH2:26][NH2:27], predict the reaction product. The product is: [CH2:1]([N:8]1[C:13](=[O:14])[C:12]2[CH:15]=[C:16]([Br:18])[S:17][C:11]=2[N:10]=[C:9]1[CH:19]([NH:27][CH2:26][CH2:25][N:24]([CH3:28])[CH3:23])[CH2:20][CH3:21])[C:2]1[CH:7]=[CH:6][CH:5]=[CH:4][CH:3]=1. (8) Given the reactants [CH2:1]([N:3]1[C:7]([CH2:8][CH3:9])=[CH:6][C:5]([C:10]([O:12]CC)=O)=[N:4]1)[CH3:2].[OH-].[NH4+:16], predict the reaction product. The product is: [CH2:1]([N:3]1[C:7]([CH2:8][CH3:9])=[CH:6][C:5]([C:10]([NH2:16])=[O:12])=[N:4]1)[CH3:2]. (9) Given the reactants C(O)(=O)C[C:3]([CH2:8][C:9]([OH:11])=[O:10])([C:5]([OH:7])=[O:6])[OH:4].P(=O)(O)(O)O, predict the reaction product. The product is: [C:5]([OH:7])(=[O:6])[CH:3]([CH2:8][C:9]([OH:11])=[O:10])[OH:4]. (10) The product is: [Cl:1][C:2]1[CH:10]=[C:9]([C:11]2[N:16]=[C:15]3[N:17]([CH2:20][C:21]4[CH:22]=[C:23]5[C:28](=[CH:29][CH:30]=4)[N:27]=[CH:26][CH:25]=[CH:24]5)[N:18]=[N:19][C:14]3=[CH:13][CH:12]=2)[CH:8]=[CH:7][C:3]=1[C:4]([NH:34][CH2:32][CH3:33])=[O:5]. Given the reactants [Cl:1][C:2]1[CH:10]=[C:9]([C:11]2[N:16]=[C:15]3[N:17]([CH2:20][C:21]4[CH:22]=[C:23]5[C:28](=[CH:29][CH:30]=4)[N:27]=[CH:26][CH:25]=[CH:24]5)[N:18]=[N:19][C:14]3=[CH:13][CH:12]=2)[CH:8]=[CH:7][C:3]=1[C:4](O)=[O:5].Cl.[CH2:32]([NH2:34])[CH3:33], predict the reaction product.